From a dataset of Retrosynthesis with 50K atom-mapped reactions and 10 reaction types from USPTO. Predict the reactants needed to synthesize the given product. (1) Given the product CC(CO)(CCCCCNC(=O)NCCCCc1ccccc1)c1ccccc1, predict the reactants needed to synthesize it. The reactants are: CC(CO)(CCCCCN)c1ccccc1.O=C=NCCCCc1ccccc1. (2) Given the product CN(C)CCOc1ccc2cc([N+](=O)[O-])ccc2n1, predict the reactants needed to synthesize it. The reactants are: CN(C)CCO.O=[N+]([O-])c1ccc2nc(Cl)ccc2c1. (3) Given the product C[C@@H](c1ccccc1)N1CC(CO)CC1=O, predict the reactants needed to synthesize it. The reactants are: COC(=O)C1CC(=O)N(C(C)c2ccccc2)C1.